From a dataset of Catalyst prediction with 721,799 reactions and 888 catalyst types from USPTO. Predict which catalyst facilitates the given reaction. Reactant: [CH3:1][O:2][C:3]1[CH:4]=[C:5]([CH:9]=[CH:10][C:11]=1[O:12][CH3:13])[CH2:6][CH2:7]Br.[Li]C.[Li]C(C)(C)C.[CH3:21][O:22][C:23]1[CH:24]=[C:25]2[C:30](=[CH:31][C:32]=1[O:33][CH3:34])[CH:29]=[N:28][CH2:27][CH2:26]2. Product: [CH3:1][O:2][C:3]1[CH:4]=[C:5]([CH2:6][CH2:7][CH:29]2[C:30]3[C:25](=[CH:24][C:23]([O:22][CH3:21])=[C:32]([O:33][CH3:34])[CH:31]=3)[CH2:26][CH2:27][NH:28]2)[CH:9]=[CH:10][C:11]=1[O:12][CH3:13]. The catalyst class is: 1.